This data is from Reaction yield outcomes from USPTO patents with 853,638 reactions. The task is: Predict the reaction yield, written as a fraction of the theoretical maximum amount of product (1.0 means a 100% yield; for example, 0.34 means a 34% yield). (1) The reactants are Cl[C:2]1[N:7]=[N:6][C:5]([O:8][CH:9]2[CH2:12][N:11]([C:13]3[CH:22]=[CH:21][C:20]4[C:15](=[CH:16][CH:17]=[CH:18][CH:19]=4)[N:14]=3)[CH2:10]2)=[CH:4][C:3]=1I.ClC1N=NC(OC2CN([C:36]3[CH:45]=[CH:44][C:43]4[C:38](=CC=CC=4)[N:37]=3)C2)=C(I)C=1.C([O-])([O-])=O.[Na+].[Na+].[CH3:53][C:54]1(C)C(C)(C)OB(C2CCN(C(OC(C)(C)C)=O)CC=2)[O:55]1. The catalyst is O1CCOCC1.O.C1C=CC(P(C2C=CC=CC=2)[C-]2C=CC=C2)=CC=1.C1C=CC(P(C2C=CC=CC=2)[C-]2C=CC=C2)=CC=1.Cl[Pd]Cl.[Fe+2]. The product is [N:14]1[C:15]2[C:20](=[CH:19][CH:18]=[CH:17][CH:16]=2)[CH:21]=[CH:22][C:13]=1[N:11]1[CH2:12][CH:9]([O:8][C:5]2[N:6]=[N:7][CH:2]=[CH:3][C:4]=2[CH:44]2[CH2:45][CH2:36][N:37]([C:54](=[O:55])[CH3:53])[CH2:38][CH2:43]2)[CH2:10]1. The yield is 0.830. (2) The reactants are [F:1][C:2]1([F:18])[CH2:7][CH2:6][N:5]([CH:8]([C:11]2[CH:12]=[N:13][C:14]([F:17])=[CH:15][CH:16]=2)[CH2:9][NH2:10])[CH2:4][CH2:3]1.[Cl:19][C:20]1[C:28]([Cl:29])=[CH:27][CH:26]=[CH:25][C:21]=1[C:22](O)=[O:23].C1C=CC2N(O)N=NC=2C=1.CCN=C=NCCCN(C)C.Cl.CCN(C(C)C)C(C)C. The catalyst is CN(C=O)C. The product is [Cl:19][C:20]1[C:28]([Cl:29])=[CH:27][CH:26]=[CH:25][C:21]=1[C:22]([NH:10][CH2:9][CH:8]([N:5]1[CH2:6][CH2:7][C:2]([F:1])([F:18])[CH2:3][CH2:4]1)[C:11]1[CH:12]=[N:13][C:14]([F:17])=[CH:15][CH:16]=1)=[O:23]. The yield is 0.300.